This data is from NCI-60 drug combinations with 297,098 pairs across 59 cell lines. The task is: Regression. Given two drug SMILES strings and cell line genomic features, predict the synergy score measuring deviation from expected non-interaction effect. (1) Drug 1: C1=CC(=C2C(=C1NCCNCCO)C(=O)C3=C(C=CC(=C3C2=O)O)O)NCCNCCO. Drug 2: C(CC(=O)O)C(=O)CN.Cl. Cell line: HT29. Synergy scores: CSS=38.4, Synergy_ZIP=-4.83, Synergy_Bliss=-4.73, Synergy_Loewe=-38.7, Synergy_HSA=-3.23. (2) Drug 1: C1CN1C2=NC(=NC(=N2)N3CC3)N4CC4. Drug 2: C#CCC(CC1=CN=C2C(=N1)C(=NC(=N2)N)N)C3=CC=C(C=C3)C(=O)NC(CCC(=O)O)C(=O)O. Cell line: K-562. Synergy scores: CSS=47.4, Synergy_ZIP=-9.19, Synergy_Bliss=-9.87, Synergy_Loewe=-4.06, Synergy_HSA=-2.41. (3) Drug 1: C1C(C(OC1N2C=C(C(=O)NC2=O)F)CO)O. Drug 2: CCCCC(=O)OCC(=O)C1(CC(C2=C(C1)C(=C3C(=C2O)C(=O)C4=C(C3=O)C=CC=C4OC)O)OC5CC(C(C(O5)C)O)NC(=O)C(F)(F)F)O. Cell line: DU-145. Synergy scores: CSS=40.6, Synergy_ZIP=-6.86, Synergy_Bliss=-8.07, Synergy_Loewe=-10.4, Synergy_HSA=-5.08. (4) Drug 1: C(=O)(N)NO. Drug 2: C1=NC2=C(N1)C(=S)N=CN2. Cell line: COLO 205. Synergy scores: CSS=21.3, Synergy_ZIP=-11.0, Synergy_Bliss=-3.62, Synergy_Loewe=-11.3, Synergy_HSA=-3.71. (5) Drug 1: C1=NC2=C(N=C(N=C2N1C3C(C(C(O3)CO)O)F)Cl)N. Drug 2: CC12CCC3C(C1CCC2O)C(CC4=C3C=CC(=C4)O)CCCCCCCCCS(=O)CCCC(C(F)(F)F)(F)F. Cell line: RPMI-8226. Synergy scores: CSS=-4.77, Synergy_ZIP=-0.0731, Synergy_Bliss=-7.83, Synergy_Loewe=-7.61, Synergy_HSA=-9.48.